Dataset: NCI-60 drug combinations with 297,098 pairs across 59 cell lines. Task: Regression. Given two drug SMILES strings and cell line genomic features, predict the synergy score measuring deviation from expected non-interaction effect. (1) Drug 1: CN(C)N=NC1=C(NC=N1)C(=O)N. Drug 2: C1CN1P(=S)(N2CC2)N3CC3. Cell line: ACHN. Synergy scores: CSS=31.5, Synergy_ZIP=0.377, Synergy_Bliss=5.06, Synergy_Loewe=-2.75, Synergy_HSA=7.18. (2) Drug 1: CC1CCC2CC(C(=CC=CC=CC(CC(C(=O)C(C(C(=CC(C(=O)CC(OC(=O)C3CCCCN3C(=O)C(=O)C1(O2)O)C(C)CC4CCC(C(C4)OC)OCCO)C)C)O)OC)C)C)C)OC. Cell line: SK-OV-3. Drug 2: CN(C(=O)NC(C=O)C(C(C(CO)O)O)O)N=O. Synergy scores: CSS=13.2, Synergy_ZIP=-7.05, Synergy_Bliss=-7.57, Synergy_Loewe=-47.5, Synergy_HSA=-6.64.